Dataset: Full USPTO retrosynthesis dataset with 1.9M reactions from patents (1976-2016). Task: Predict the reactants needed to synthesize the given product. (1) Given the product [C:37]([N:31]1[CH2:36][CH2:35][N:34]([C:20]2[S:21][C:17](=[CH:16][C:12]3[CH:11]=[C:10]4[C:15](=[CH:14][CH:13]=3)[N:7]([CH2:6][C:5]3[CH:25]=[CH:26][C:2]([F:1])=[CH:3][C:4]=3[C:27]([F:30])([F:29])[F:28])[N:8]=[CH:9]4)[C:18](=[O:24])[N:19]=2)[CH2:33][CH2:32]1)(=[O:39])[CH3:38], predict the reactants needed to synthesize it. The reactants are: [F:1][C:2]1[CH:26]=[CH:25][C:5]([CH2:6][N:7]2[C:15]3[C:10](=[CH:11][C:12]([CH:16]=[C:17]4[S:21][C:20](SC)=[N:19][C:18]4=[O:24])=[CH:13][CH:14]=3)[CH:9]=[N:8]2)=[C:4]([C:27]([F:30])([F:29])[F:28])[CH:3]=1.[N:31]1([C:37](=[O:39])[CH3:38])[CH2:36][CH2:35][NH:34][CH2:33][CH2:32]1. (2) Given the product [Cl:11][CH2:12][CH2:13][CH2:14][O:15][C:16]1[CH:21]=[CH:20][C:19]([C:22]2[S:24][C:6]3[CH2:5][CH2:4][CH2:3][C:2](=[O:7])[C:1]=3[N:23]=2)=[CH:18][CH:17]=1, predict the reactants needed to synthesize it. The reactants are: [C:1]1(=O)[CH2:6][CH2:5][CH2:4][CH2:3][C:2]1=[O:7].BrBr.[Cl:11][CH2:12][CH2:13][CH2:14][O:15][C:16]1[CH:21]=[CH:20][C:19]([C:22](=[S:24])[NH2:23])=[CH:18][CH:17]=1.